This data is from Reaction yield outcomes from USPTO patents with 853,638 reactions. The task is: Predict the reaction yield, written as a fraction of the theoretical maximum amount of product (1.0 means a 100% yield; for example, 0.34 means a 34% yield). (1) The reactants are [C:1]([OH:7])(=[O:6])[CH2:2][C:3]([OH:5])=O.[CH2:8]([K])[CH3:9].CCN(CC)CC.[Mg+2].[Cl-].[Cl-].[C:21]1(C(Cl)=O)[C:30]2[C:25](=[CH:26][CH:27]=[CH:28][CH:29]=2)[CH:24]=[CH:23][CH:22]=1. The catalyst is C(#N)C. The product is [CH2:8]([O:7][C:1](=[O:6])[CH2:2][C:3]([C:29]1[C:30]2[C:25](=[CH:24][CH:23]=[CH:22][CH:21]=2)[CH:26]=[CH:27][CH:28]=1)=[O:5])[CH3:9]. The yield is 0.660. (2) The reactants are [CH3:1][O:2][C:3](=[O:13])[C:4]1[CH:9]=[C:8]([OH:10])[C:7]([OH:11])=[C:6]([OH:12])[CH:5]=1.[CH3:14]OS(OC)(=O)=O.[OH-].[Na+].OS(O)(=O)=O. The catalyst is O. The product is [OH:12][C:6]1[CH:5]=[C:4]([CH:9]=[C:8]([O:10][CH3:14])[C:7]=1[OH:11])[C:3]([O:2][CH3:1])=[O:13]. The yield is 0.470. (3) The reactants are [C:1]([O:5][C:6]([C@H:8]1[NH:13][C:12]([CH3:18])([C:14](OC)=[O:15])[CH2:11][C:10](=[O:19])[N:9]1[CH3:20])=[O:7])([CH3:4])([CH3:3])[CH3:2].[NH2:21][NH2:22]. The catalyst is CCO. The product is [C:1]([O:5][C:6]([C@H:8]1[NH:13][C:12]([CH3:18])([C:14]([NH:21][NH2:22])=[O:15])[CH2:11][C:10](=[O:19])[N:9]1[CH3:20])=[O:7])([CH3:4])([CH3:3])[CH3:2]. The yield is 1.00.